From a dataset of Peptide-MHC class I binding affinity with 185,985 pairs from IEDB/IMGT. Regression. Given a peptide amino acid sequence and an MHC pseudo amino acid sequence, predict their binding affinity value. This is MHC class I binding data. (1) The peptide sequence is SENEVKLTIM. The MHC is HLA-B40:01 with pseudo-sequence HLA-B40:01. The binding affinity (normalized) is 0.364. (2) The peptide sequence is SRYWAIRTR. The MHC is Mamu-A20102 with pseudo-sequence Mamu-A20102. The binding affinity (normalized) is 0.213.